From a dataset of Human liver microsome stability data. Regression/Classification. Given a drug SMILES string, predict its absorption, distribution, metabolism, or excretion properties. Task type varies by dataset: regression for continuous measurements (e.g., permeability, clearance, half-life) or binary classification for categorical outcomes (e.g., BBB penetration, CYP inhibition). Dataset: hlm. (1) The compound is Nc1ccc2[nH]c(SCc3ccccn3)nc2c1. The result is 1 (stable in human liver microsomes). (2) The molecule is C[C@]1(c2ccc(Cl)cc2Cl)OC[C@@H](COc2ccc(N3CCN(C(=O)CCc4ccc(O)c(O)c4)CC3)cc2)O1. The result is 1 (stable in human liver microsomes). (3) The molecule is CN(Cc1cc(O)[nH]n1)c1cc(Cl)cc(Cl)c1. The result is 0 (unstable in human liver microsomes). (4) The compound is CNC(=O)[C@@H](NC(=O)c1ccc(-c2ccc(COc3nc(O)c4c(n3)CCC4)c(F)c2)o1)C(C)C. The result is 1 (stable in human liver microsomes). (5) The drug is CC(C)C(=O)N1CCC(NC(=O)c2cc3cc(Cl)ccc3[nH]2)C(NC(=O)c2nc3c(s2)CN(C)CC3)C1. The result is 1 (stable in human liver microsomes). (6) The drug is C[C@]1(C(=O)O)CC[C@H](C(=O)N2CC[C@@]3(S(=O)(=O)c4ccc(F)cc4)c4ccc(C(F)(C(F)(F)F)C(F)(F)F)cc4CC[C@@H]23)CC1. The result is 0 (unstable in human liver microsomes). (7) The molecule is c1cc([C@H]2C[C@@H](CN3CCOCC3)C2)ccc1CN1CCCC1. The result is 0 (unstable in human liver microsomes). (8) The drug is COc1ccc(S(=O)(=O)N[C@H]2CC[C@@H](N3CCC(c4ccccc4OCC(F)F)CC3)CC2)cc1OC. The result is 1 (stable in human liver microsomes). (9) The drug is CCC[C@H](CC1(C(=O)Nc2nnc(CC)s2)CCCC1)C(=O)O. The result is 0 (unstable in human liver microsomes).